From a dataset of Reaction yield outcomes from USPTO patents with 853,638 reactions. Predict the reaction yield, written as a fraction of the theoretical maximum amount of product (1.0 means a 100% yield; for example, 0.34 means a 34% yield). The reactants are [C:1]([C:4]1[CH:5]=[N:6][C:7]2[C:12]([C:13]=1[NH:14][C@H:15]1[CH2:20][CH2:19][C@H:18]([NH:21]C(=O)OC(C)(C)C)[CH2:17][CH2:16]1)=[N:11][C:10]([Cl:29])=[CH:9][CH:8]=2)(=[O:3])[CH3:2].[ClH:30]. No catalyst specified. The product is [ClH:29].[ClH:30].[NH2:21][CH:18]1[CH2:19][CH2:20][CH:15]([NH:14][C:13]2[C:12]3[C:7](=[CH:8][CH:9]=[C:10]([Cl:29])[N:11]=3)[N:6]=[CH:5][C:4]=2[C:1](=[O:3])[CH3:2])[CH2:16][CH2:17]1. The yield is 0.560.